This data is from Reaction yield outcomes from USPTO patents with 853,638 reactions. The task is: Predict the reaction yield, written as a fraction of the theoretical maximum amount of product (1.0 means a 100% yield; for example, 0.34 means a 34% yield). (1) The reactants are [C:1]([C:5]1[CH:9]=[C:8]([NH2:10])[N:7]([C:11]2[CH:12]=[C:13]3[C:18](=[CH:19][CH:20]=2)[CH2:17][NH:16][CH2:15][CH2:14]3)[N:6]=1)([CH3:4])([CH3:3])[CH3:2].[CH3:21][C:22]([O:25][C:26](O[C:26]([O:25][C:22]([CH3:24])([CH3:23])[CH3:21])=[O:27])=[O:27])([CH3:24])[CH3:23]. The catalyst is C(Cl)Cl. The product is [NH2:10][C:8]1[N:7]([C:11]2[CH:12]=[C:13]3[C:18](=[CH:19][CH:20]=2)[CH2:17][N:16]([C:26]([O:25][C:22]([CH3:24])([CH3:23])[CH3:21])=[O:27])[CH2:15][CH2:14]3)[N:6]=[C:5]([C:1]([CH3:4])([CH3:2])[CH3:3])[CH:9]=1. The yield is 0.590. (2) The reactants are [CH2:1]([N:8]1[C:12]([N:13]([CH3:19])[CH2:14][C:15]([CH3:18])([OH:17])[CH3:16])=[N:11][C:10](Br)=[N:9]1)[C:2]1[CH:7]=[CH:6][CH:5]=[CH:4][CH:3]=1.Cl.Cl.[CH3:23][O:24][C:25]1[CH:26]=[C:27]([CH:29]=[CH:30][C:31]=1[N:32]1[CH:36]=[C:35]([CH3:37])[N:34]=[CH:33]1)[NH2:28].C(=O)([O-])[O-].[Cs+].[Cs+].CC1(C)C2C(=C(P(C3C=CC=CC=3)C3C=CC=CC=3)C=CC=2)OC2C(P(C3C=CC=CC=3)C3C=CC=CC=3)=CC=CC1=2. The catalyst is O1CCOCC1.CN(C)C(=O)C.CC([O-])=O.CC([O-])=O.[Pd+2]. The product is [CH2:1]([N:8]1[C:12]([N:13]([CH3:19])[CH2:14][C:15]([CH3:18])([OH:17])[CH3:16])=[N:11][C:10]([NH:28][C:27]2[CH:29]=[CH:30][C:31]([N:32]3[CH:36]=[C:35]([CH3:37])[N:34]=[CH:33]3)=[C:25]([O:24][CH3:23])[CH:26]=2)=[N:9]1)[C:2]1[CH:7]=[CH:6][CH:5]=[CH:4][CH:3]=1. The yield is 0.180. (3) The reactants are C(OC([N:8]1[CH2:13][CH2:12][N:11]([C:14](=[O:39])[C:15]2[CH:20]=[CH:19][C:18]([C:21]3[CH:22]=[C:23]4[C:29]([C:30]5[CH:35]=[CH:34][C:33]([C:36](=[O:38])[NH2:37])=[CH:32][CH:31]=5)=[CH:28][NH:27][C:24]4=[N:25][CH:26]=3)=[CH:17][CH:16]=2)[CH2:10][CH2:9]1)=O)(C)(C)C.[ClH:40]. The catalyst is CO.O1CCOCC1. The product is [ClH:40].[N:11]1([C:14]([C:15]2[CH:20]=[CH:19][C:18]([C:21]3[CH:22]=[C:23]4[C:29]([C:30]5[CH:31]=[CH:32][C:33]([C:36]([NH2:37])=[O:38])=[CH:34][CH:35]=5)=[CH:28][NH:27][C:24]4=[N:25][CH:26]=3)=[CH:17][CH:16]=2)=[O:39])[CH2:10][CH2:9][NH:8][CH2:13][CH2:12]1. The yield is 1.16.